This data is from Reaction yield outcomes from USPTO patents with 853,638 reactions. The task is: Predict the reaction yield, written as a fraction of the theoretical maximum amount of product (1.0 means a 100% yield; for example, 0.34 means a 34% yield). The reactants are [Li+].[OH-].[C:3]([O:7][C:8]([N:10]1[CH2:14][C@H:13]([F:15])[CH2:12][C@H:11]1[C:16]([NH:18][CH2:19][C:20]1[CH:25]=[C:24]([C:26]2[CH:31]=[CH:30][C:29]([C:32]([F:35])([F:34])[F:33])=[CH:28][CH:27]=2)[N:23]=[CH:22][C:21]=1[C:36]([O:38]C)=[O:37])=[O:17])=[O:9])([CH3:6])([CH3:5])[CH3:4]. The catalyst is O.O1CCCC1. The product is [C:3]([O:7][C:8]([N:10]1[CH2:14][C@H:13]([F:15])[CH2:12][C@H:11]1[C:16]([NH:18][CH2:19][C:20]1[CH:25]=[C:24]([C:26]2[CH:27]=[CH:28][C:29]([C:32]([F:34])([F:35])[F:33])=[CH:30][CH:31]=2)[N:23]=[CH:22][C:21]=1[C:36]([OH:38])=[O:37])=[O:17])=[O:9])([CH3:6])([CH3:4])[CH3:5]. The yield is 0.810.